This data is from Experimentally validated miRNA-target interactions with 360,000+ pairs, plus equal number of negative samples. The task is: Binary Classification. Given a miRNA mature sequence and a target amino acid sequence, predict their likelihood of interaction. (1) The miRNA is hsa-miR-5699-3p with sequence UCCUGUCUUUCCUUGUUGGAGC. The protein sequence of the target gene is MAATTAAVVAEEDTELRDLLVQTLENSGVLNRIKAELRAAVFLALEEQEKVENKTPLVNENLKKFLNTKDGRLVASLVAEFLQFFNLDFTLAVFHPETSTIQGLEGRENLAQDLGIIEAEGTVGGPLLLEVIRRCQQKEKGPASVEGALDLSDGHPPSKSPEGKSSANSTPSKIPRYKGQGKKKTIGQKPGDKKTSSETSQSEPSVSLSESKSKSSLHSLAHETRIASFLSSSAVDARDSSALCPDGDDVEGDSFFDDPIPKPEKTYGWRAEPRKQVGGLASLSDKPHLRSGLSSLAGAP.... Result: 0 (no interaction). (2) The miRNA is hsa-miR-3614-3p with sequence UAGCCUUCAGAUCUUGGUGUUUU. The protein sequence of the target gene is MEPKRIREGYLVKKGSVFNTWKPMWVVLLEDGIEFYKKKSDNSPKGMIPLKGSTLTSPCQDFGKRMFVLKITTTKQQDHFFQAAFLEERDAWVRDIKKAIKCIEGGQKFARKSTRRSIRLPETIDLGALYLSMKDPEKGIKELNLEKDKKVFNHCLTGSGVIDWLVSNKLVRNRQEGLMISASLLSEGYLQPAGDLSKNAADGIAENPFLDSPDAFYYFPDSGFFCEENSSDDDVILREEFRGVIIKQGCLLKQGHRRKNWKVRKFILREDPAYLHYYDPAGGEDPLGAVHLRGCVVTSV.... Result: 0 (no interaction). (3) The miRNA is cel-miR-87-3p with sequence GUGAGCAAAGUUUCAGGUGUGC. The protein sequence of the target gene is MSASAVFILDVKGKPLISRNYKGDVAMSKIEHFMPLLVQREEEGALAPLLSHGQVHFLWIKHSNLYLVATTSKNANASLVYSFLYKTIEVFCEYFKELEEESIRDNFVIVYELLDELMDFGFPQTTDSKILQEYITQQSNKLETGKSRVPPTVTNAVSWRSEGIKYKKNEVFIDVIESVNLLVNANGSVLLSEIVGTIKLKVFLSGMPELRLGLNDRVLFELTGRSKNKSVELEDVKFHQCVRLSRFDNDRTISFIPPDGDFELMSYRLSTQVKPLIWIESVIEKFSHSRVEIMVKAKGQ.... Result: 0 (no interaction). (4) The miRNA is hsa-miR-4696 with sequence UGCAAGACGGAUACUGUCAUCU. The protein sequence of the target gene is MATWRRDGRLTGGQRLLCAGLAGTLSLSLTAPLELATVLAQVGVVRGHARGPWATGHRVWRAEGLRALWKGNAVACLRLFPCSAVQLAAYRKFVVLFTDDLGHISQWSSIMAGSLAGMVSTIVTYPTDLIKTRLIMQNILEPSYRGLLHAFSTIYQQEGFLALYRGVSLTVVGALPFSAGSLLVYMNLEKIWNGPRDQFSLPQNFANVCLAAAVTQTLSFPFETVKRKMQAQSPYLPHSGGVDVHFSGAVDCFRQIVKAQGVLGLWNGLTANLLKIVPYFGIMFSTFEFCKRICLYQNGY.... Result: 1 (interaction). (5) The miRNA is hsa-miR-22-5p with sequence AGUUCUUCAGUGGCAAGCUUUA. The protein sequence of the target gene is MKRAHPEYSSSDSELDETIEVEKESADENGNLSSALGSMSPTTSSQILARKRRRGIIEKRRRDRINNSLSELRRLVPSAFEKQGSAKLEKAEILQMTVDHLKMLHTAGGKGYFDAHALAMDYRSLGFRECLAEVARYLSIIEGLDASDPLRVRLVSHLNNYASQREAASGAHAGLGHIPWGTVFGHHPHIAHPLLLPQNGHGNAGTTASPTEPHHQGRLGSAHPEAPALRAPPSGSLGPVLPVVTSASKLSPPLLSSVASLSAFPFSFGSFHLLSPNALSPSAPTQAANLGKPYRPWGTE.... Result: 0 (no interaction).